Dataset: Forward reaction prediction with 1.9M reactions from USPTO patents (1976-2016). Task: Predict the product of the given reaction. (1) Given the reactants B.[NH2:2][C:3]1[CH:10]=[CH:9][C:8]([N+:11]([O-:13])=[O:12])=[CH:7][C:4]=1[C:5]#[N:6].C(O)C.[ClH:17], predict the reaction product. The product is: [ClH:17].[NH2:2][C:3]1[CH:10]=[CH:9][C:8]([N+:11]([O-:13])=[O:12])=[CH:7][C:4]=1[CH2:5][NH2:6]. (2) Given the reactants O=[C:2]([C:10]1[CH:11]=[N:12][CH:13]=[CH:14][CH:15]=1)[CH2:3][N:4]1[CH2:8][CH2:7][CH2:6][C:5]1=[O:9].Cl.[NH2:17][OH:18].S([O-])([O-])(=O)=O.[Na+].[Na+], predict the reaction product. The product is: [OH:18][N:17]=[C:2]([C:10]1[CH:11]=[N:12][CH:13]=[CH:14][CH:15]=1)[CH2:3][N:4]1[CH2:8][CH2:7][CH2:6][C:5]1=[O:9]. (3) Given the reactants [O:1]=[C:2]1[CH2:6][S:5][CH2:4][CH:3]1[C:7]#[N:8].[C:9](=O)([O-])[O-].[K+].[K+].IC, predict the reaction product. The product is: [CH3:9][C:3]1([C:7]#[N:8])[C:2](=[O:1])[CH2:6][S:5][CH2:4]1. (4) Given the reactants [NH2:1][C:2]1[CH:7]=[CH:6][C:5]([S:8][C:9]2[S:13][C:12]([C:14](O)=[O:15])=[CH:11][C:10]=2[NH:17][C:18]2[C:19]3[CH:27]=[CH:26][C:25]([CH:28]([CH3:30])[CH3:29])=[N:24][C:20]=3[N:21]=[CH:22][N:23]=2)=[CH:4][CH:3]=1.C[NH:32][CH2:33][CH2:34][C:35]1[CH:40]=[CH:39][CH:38]=[CH:37][CH:36]=1.[CH:41](N(CC)C(C)C)(C)C.F[B-](F)(F)F.N1(OC(N(C)C)=[N+](C)C)C2C=CC=CC=2N=N1, predict the reaction product. The product is: [NH2:1][C:2]1[CH:7]=[CH:6][C:5]([S:8][C:9]2[S:13][C:12]([C:14]([NH:32][CH2:33][C@H:34]([C:35]3[CH:40]=[CH:39][CH:38]=[CH:37][CH:36]=3)[CH3:41])=[O:15])=[CH:11][C:10]=2[NH:17][C:18]2[C:19]3[CH:27]=[CH:26][C:25]([CH:28]([CH3:30])[CH3:29])=[N:24][C:20]=3[N:21]=[CH:22][N:23]=2)=[CH:4][CH:3]=1. (5) Given the reactants [Cl:1][C:2]1[CH:3]=[CH:4][C:5]([S:9][CH2:10][CH2:11][C:12]2[CH:17]=[CH:16][CH:15]=[CH:14][N:13]=2)=[C:6]([CH:8]=1)[NH2:7].[O:18]1[C:22]2[CH:23]=[CH:24][CH:25]=[CH:26][C:21]=2[CH:20]=[C:19]1[S:27](Cl)(=[O:29])=[O:28], predict the reaction product. The product is: [Cl:1][C:2]1[CH:3]=[CH:4][C:5]([S:9][CH2:10][CH2:11][C:12]2[CH:17]=[CH:16][CH:15]=[CH:14][N:13]=2)=[C:6]([NH:7][S:27]([C:19]2[O:18][C:22]3[CH:23]=[CH:24][CH:25]=[CH:26][C:21]=3[CH:20]=2)(=[O:28])=[O:29])[CH:8]=1. (6) Given the reactants [CH3:1][C:2]1[CH:7]=[CH:6][N:5]=[C:4]([C:8]#[N:9])[CH:3]=1.C1C=C(Cl)C=C(C(OO)=[O:18])C=1, predict the reaction product. The product is: [C:8]([C:4]1[CH:3]=[C:2]([CH3:1])[CH:7]=[CH:6][N+:5]=1[O-:18])#[N:9].